This data is from Forward reaction prediction with 1.9M reactions from USPTO patents (1976-2016). The task is: Predict the product of the given reaction. (1) The product is: [F:10][C:11]1[CH:18]=[CH:17][C:16]([O:19][CH3:20])=[CH:15][C:12]=1[CH:13]=[N:9][NH:8][C:5]1[CH:6]=[CH:7][C:2]([F:1])=[CH:3][CH:4]=1. Given the reactants [F:1][C:2]1[CH:7]=[CH:6][C:5]([NH:8][NH2:9])=[CH:4][CH:3]=1.[F:10][C:11]1[CH:18]=[CH:17][C:16]([O:19][CH3:20])=[CH:15][C:12]=1[CH:13]=O.C(=O)([O-])[O-].[Cs+].[Cs+].O, predict the reaction product. (2) The product is: [OH:23][C:24]1[CH:29]=[C:28]([C:2]2[N:3]=[C:4]([N:17]3[CH2:22][CH2:21][O:20][CH2:19][CH2:18]3)[C:5]3[N:10]=[N:9][N:8]([CH2:11][CH2:12][NH:13][C:14](=[O:16])[CH3:15])[C:6]=3[N:7]=2)[CH:27]=[CH:26][CH:25]=1. Given the reactants Cl[C:2]1[N:3]=[C:4]([N:17]2[CH2:22][CH2:21][O:20][CH2:19][CH2:18]2)[C:5]2[N:10]=[N:9][N:8]([CH2:11][CH2:12][NH:13][C:14](=[O:16])[CH3:15])[C:6]=2[N:7]=1.[OH:23][C:24]1[CH:25]=[C:26](B(O)O)[CH:27]=[CH:28][CH:29]=1, predict the reaction product. (3) Given the reactants [ClH:1].C[O:3][C:4](=[O:39])[C:5]1[CH:10]=[CH:9][C:8]([CH2:11][O:12][C:13]2[CH:18]=[CH:17][C:16]([CH2:19][C@H:20]([NH2:38])[C:21]3[N:22]([CH2:34][CH2:35][CH2:36][CH3:37])[CH:23]=[C:24]([C:26]4[CH:31]=[CH:30][C:29](Cl)=[CH:28][C:27]=4[Cl:33])[N:25]=3)=[CH:15][CH:14]=2)=[CH:7][CH:6]=1.[CH2:40]([C@H:42]1[CH2:47][CH2:46][C@H:45]([C:48](O)=[O:49])[CH2:44][CH2:43]1)[CH3:41], predict the reaction product. The product is: [CH2:34]([N:22]1[CH:23]=[C:24]([C:26]2[CH:31]=[CH:30][C:29]([Cl:1])=[CH:28][C:27]=2[Cl:33])[N:25]=[C:21]1[C@@H:20]([NH:38][C:48]([C@H:45]1[CH2:46][CH2:47][C@H:42]([CH2:40][CH3:41])[CH2:43][CH2:44]1)=[O:49])[CH2:19][C:16]1[CH:17]=[CH:18][C:13]([O:12][CH2:11][C:8]2[CH:7]=[CH:6][C:5]([C:4]([OH:3])=[O:39])=[CH:10][CH:9]=2)=[CH:14][CH:15]=1)[CH2:35][CH2:36][CH3:37]. (4) Given the reactants [C:1]([O:5][C:6]([N:8]1[CH2:13][CH2:12][CH:11]([S:14][C:15]2[CH:20]=[CH:19][C:18]([Br:21])=[CH:17][CH:16]=2)[CH2:10][CH2:9]1)=[O:7])([CH3:4])([CH3:3])[CH3:2].[OH:22]S(O)(=O)=O.CC(O)C.OO, predict the reaction product. The product is: [C:1]([O:5][C:6]([N:8]1[CH2:13][CH2:12][CH:11]([S:14]([C:15]2[CH:20]=[CH:19][C:18]([Br:21])=[CH:17][CH:16]=2)=[O:22])[CH2:10][CH2:9]1)=[O:7])([CH3:4])([CH3:2])[CH3:3]. (5) Given the reactants Br[C:2]1[CH:3]=[C:4]([CH:13]=[CH:14][C:15]=1[F:16])[O:5][Si](C(C)(C)C)(C)C.[Li]C(C)(C)C.[CH3:22][N:23]([CH2:25][CH:26]1[C:32](=[O:33])[CH2:31][CH:30]2[CH2:34][CH:27]1[CH2:28][CH2:29]2)[CH3:24], predict the reaction product. The product is: [CH3:24][N:23]([CH2:25][CH:26]1[C:32]([C:2]2[CH:3]=[C:4]([OH:5])[CH:13]=[CH:14][C:15]=2[F:16])([OH:33])[CH2:31][CH:30]2[CH2:34][CH:27]1[CH2:28][CH2:29]2)[CH3:22]. (6) Given the reactants [Si:1]([O:8][CH2:9][CH2:10][N:11]1[C:15]([CH3:16])=[C:14]([CH3:17])[N:13]=[CH:12]1)([C:4]([CH3:7])([CH3:6])[CH3:5])([CH3:3])[CH3:2].C([Li])CCC.CCCCCC.CN(C)[CH:31]=[O:32].C(O)(=O)C, predict the reaction product. The product is: [Si:1]([O:8][CH2:9][CH2:10][N:11]1[C:15]([CH3:16])=[C:14]([CH3:17])[N:13]=[C:12]1[CH:31]=[O:32])([C:4]([CH3:7])([CH3:6])[CH3:5])([CH3:3])[CH3:2]. (7) Given the reactants [C:1]([N:4]1[C:13]2[C:8](=[CH:9][C:10]([C:14]3[CH:19]=[CH:18][C:17]([CH2:20][N:21]4[CH2:26][CH2:25][CH2:24][CH2:23][CH2:22]4)=[CH:16][CH:15]=3)=[CH:11][CH:12]=2)[C@H:7]([NH2:27])[CH2:6][C@@H:5]1[CH3:28])(=[O:3])[CH3:2].C1C=CC(P(C2C(C3C(P(C4C=CC=CC=4)C4C=CC=CC=4)=CC=C4C=3C=CC=C4)=C3C(C=CC=C3)=CC=2)C2C=CC=CC=2)=CC=1.CC(C)([O-:78])C.[Na+].Cl[C:82]1[CH:87]=[CH:86][CH:85]=[CH:84][N:83]=1, predict the reaction product. The product is: [CH:1]([OH:3])=[O:78].[C:1]([N:4]1[C:13]2[C:8](=[CH:9][C:10]([C:14]3[CH:19]=[CH:18][C:17]([CH2:20][N:21]4[CH2:26][CH2:25][CH2:24][CH2:23][CH2:22]4)=[CH:16][CH:15]=3)=[CH:11][CH:12]=2)[C@H:7]([NH:27][C:82]2[CH:87]=[CH:86][CH:85]=[CH:84][N:83]=2)[CH2:6][C@@H:5]1[CH3:28])(=[O:3])[CH3:2].